This data is from Forward reaction prediction with 1.9M reactions from USPTO patents (1976-2016). The task is: Predict the product of the given reaction. (1) Given the reactants [CH2:1]([O:8][CH:9]1[CH2:14][CH2:13][CH2:12][CH:11]([O:15]C)[CH:10]1[O:17][Si:18]([C:21]([CH3:24])([CH3:23])[CH3:22])([CH3:20])[CH3:19])C1C=CC=CC=1, predict the reaction product. The product is: [OH:15][CH:11]1[CH2:12][CH2:13][CH2:14][CH:9]([O:8][CH3:1])[CH:10]1[O:17][Si:18]([C:21]([CH3:24])([CH3:23])[CH3:22])([CH3:20])[CH3:19]. (2) Given the reactants [NH2:1][C:2]1[C:11]([Cl:12])=[CH:10][CH:9]=[C:8]2[C:3]=1[CH:4]=[CH:5][C:6]([N:13]1[CH2:18][CH2:17][N:16](C(OC(C)(C)C)=O)[CH2:15][CH2:14]1)=[N:7]2.[Cl:26][C:27]1[CH:32]=[CH:31][C:30]([CH2:33][CH2:34][C:35](O)=[O:36])=[CH:29][CH:28]=1, predict the reaction product. The product is: [ClH:12].[ClH:26].[Cl:26][C:27]1[CH:28]=[CH:29][C:30]([CH2:33][CH2:34][C:35]([NH:1][C:2]2[C:11]([Cl:12])=[CH:10][CH:9]=[C:8]3[C:3]=2[CH:4]=[CH:5][C:6]([N:13]2[CH2:14][CH2:15][NH:16][CH2:17][CH2:18]2)=[N:7]3)=[O:36])=[CH:31][CH:32]=1. (3) Given the reactants Cl[C:2]1[CH:3]=[N:4][C:5]([C:8]([CH:10]2[CH2:15][CH2:14][C@@H:13]([C:16]([O:18][CH2:19][CH3:20])=[O:17])[C@@H:12]([CH3:21])[CH2:11]2)=[CH2:9])=[N:6][CH:7]=1.[F:22][CH:23]([F:47])[C:24]1[CH:29]=[CH:28][N:27]=[C:26]([NH:30][C:31]2[CH:36]=[C:35](B3OC(C)(C)C(C)(C)O3)[CH:34]=[C:33]([CH3:46])[CH:32]=2)[N:25]=1.CC(C1C=C(C(C)C)C(C2C=CC=CC=2P(C2CCCCC2)C2CCCCC2)=C(C(C)C)C=1)C, predict the reaction product. The product is: [F:47][CH:23]([F:22])[C:24]1[CH:29]=[CH:28][N:27]=[C:26]([NH:30][C:31]2[CH:36]=[C:35]([C:2]3[CH:3]=[N:4][C:5]([C:8]([CH:10]4[CH2:15][CH2:14][C@@H:13]([C:16]([O:18][CH2:19][CH3:20])=[O:17])[C@@H:12]([CH3:21])[CH2:11]4)=[CH2:9])=[N:6][CH:7]=3)[CH:34]=[C:33]([CH3:46])[CH:32]=2)[N:25]=1.